Dataset: Forward reaction prediction with 1.9M reactions from USPTO patents (1976-2016). Task: Predict the product of the given reaction. (1) Given the reactants C([N:8]1[CH2:13][CH2:12][N:11]([C:14]2[C:23]3[C:18](=[CH:19][CH:20]=[C:21]([N:24]([CH3:26])[CH3:25])[CH:22]=3)[CH:17]=[CH:16][N:15]=2)[CH2:10][CH2:9]1)C1C=CC=CC=1, predict the reaction product. The product is: [CH3:25][N:24]([CH3:26])[C:21]1[CH:22]=[C:23]2[C:18]([CH:17]=[CH:16][N:15]=[C:14]2[N:11]2[CH2:12][CH2:13][NH:8][CH2:9][CH2:10]2)=[CH:19][CH:20]=1. (2) Given the reactants [Br:1][C:2]1[CH:9]=[C:8]([O:10][CH3:11])[C:7]([O:12][CH3:13])=[CH:6][C:3]=1[CH:4]=[O:5].[CH3:14][C:15]([CH3:20])([CH2:18]O)[CH2:16][OH:17].C1(C)C=CC(S(O)(=O)=O)=CC=1, predict the reaction product. The product is: [Br:1][C:2]1[CH:9]=[C:8]([O:10][CH3:11])[C:7]([O:12][CH3:13])=[CH:6][C:3]=1[CH:4]1[O:17][CH2:16][C:15]([CH3:20])([CH3:18])[CH2:14][O:5]1. (3) Given the reactants [Cl:1][C:2]1[C:3]([C:46](=[O:56])[N:47]([CH2:52][CH2:53][CH2:54][CH3:55])[CH2:48][CH2:49][CH2:50][CH3:51])=[N:4][N:5]([C:8]2[CH:29]=[CH:28][C:27]([C:30](=[O:45])[NH:31][S:32]([C:35]3[CH:44]=[CH:43][C:42]4[C:37](=[CH:38][CH:39]=[CH:40][CH:41]=4)[CH:36]=3)(=[O:34])=[O:33])=[CH:26][C:9]=2[C:10]([N:12]2[C@@H:21]([C:22](OC)=[O:23])[CH2:20][C:19]3[C:14](=[CH:15][CH:16]=[CH:17][CH:18]=3)[CH2:13]2)=[O:11])[C:6]=1[CH3:7].[BH4-].[Na+], predict the reaction product. The product is: [CH2:52]([N:47]([CH2:48][CH2:49][CH2:50][CH3:51])[C:46]([C:3]1[C:2]([Cl:1])=[C:6]([CH3:7])[N:5]([C:8]2[CH:29]=[CH:28][C:27]([C:30](=[O:45])[NH:31][S:32]([C:35]3[CH:44]=[CH:43][C:42]4[C:37](=[CH:38][CH:39]=[CH:40][CH:41]=4)[CH:36]=3)(=[O:34])=[O:33])=[CH:26][C:9]=2[C:10]([N:12]2[C@@H:21]([CH2:22][OH:23])[CH2:20][C:19]3[C:14](=[CH:15][CH:16]=[CH:17][CH:18]=3)[CH2:13]2)=[O:11])[N:4]=1)=[O:56])[CH2:53][CH2:54][CH3:55]. (4) Given the reactants [Cl:1][C:2]1[CH:3]=[C:4]([CH:8]=[CH:9][C:10]=1[OH:11])[C:5]([OH:7])=[O:6].[Br:12][C:13]1[CH:20]=[CH:19][CH:18]=[C:17](F)[C:14]=1[C:15]#[N:16].C(=O)([O-])[O-].[K+].[K+].Cl, predict the reaction product. The product is: [Br:12][C:13]1[C:14]([C:15]#[N:16])=[C:17]([CH:18]=[CH:19][CH:20]=1)[O:11][C:10]1[CH:9]=[CH:8][C:4]([C:5]([OH:7])=[O:6])=[CH:3][C:2]=1[Cl:1].[Br:12][C:13]1[C:14]([C:15]#[N:16])=[C:17]([CH:18]=[CH:19][CH:20]=1)[O:11][C:10]1[CH:9]=[CH:8][C:4]([C:5]([OH:7])=[O:6])=[CH:3][C:2]=1[Cl:1]. (5) Given the reactants [CH2:1]([NH:8][C:9]([N:11]1[CH:16]2[C@H:17]([CH3:41])[N:18]([CH2:30][C:31]3[CH:32]=[CH:33][CH:34]=[C:35]4[C:40]=3[N:39]=[CH:38][CH:37]=[CH:36]4)[C:19](=[O:29])[C@H:20]([CH2:21][C:22]3[CH:27]=[CH:26][C:25]([OH:28])=[CH:24][CH:23]=3)[N:15]2[C:14](=[O:42])[CH2:13][N:12]1[CH3:43])=[O:10])[C:2]1[CH:7]=[CH:6][CH:5]=[CH:4][CH:3]=1.[C:44](OC(=O)C)(=[O:46])[CH3:45], predict the reaction product. The product is: [C:44]([O:28][C:25]1[CH:24]=[CH:23][C:22]([CH2:21][C@@H:20]2[N:15]3[CH:16]([N:11]([C:9](=[O:10])[NH:8][CH2:1][C:2]4[CH:3]=[CH:4][CH:5]=[CH:6][CH:7]=4)[N:12]([CH3:43])[CH2:13][C:14]3=[O:42])[C@H:17]([CH3:41])[N:18]([CH2:30][C:31]3[CH:32]=[CH:33][CH:34]=[C:35]4[C:40]=3[N:39]=[CH:38][CH:37]=[CH:36]4)[C:19]2=[O:29])=[CH:27][CH:26]=1)(=[O:46])[CH3:45]. (6) Given the reactants C([O:4][C@@H:5]([C@@H:12]([NH:15][C:16]([O:18][C:19]([CH3:22])([CH3:21])[CH3:20])=[O:17])[CH2:13][CH3:14])[C:6]([NH:8][CH:9]1[CH2:11][CH2:10]1)=[O:7])(=O)C.[OH-].[Na+].CO, predict the reaction product. The product is: [CH:9]1([NH:8][C:6](=[O:7])[C@@H:5]([OH:4])[C@@H:12]([NH:15][C:16](=[O:17])[O:18][C:19]([CH3:20])([CH3:22])[CH3:21])[CH2:13][CH3:14])[CH2:11][CH2:10]1. (7) Given the reactants C(N(CC)CC)C.C1C=CC(N([S:22]([C:25]([F:28])([F:27])[F:26])(=[O:24])=[O:23])[S:22]([C:25]([F:28])([F:27])[F:26])(=[O:24])=[O:23])=CC=1.[F:29][C:30]1[CH:31]=[C:32]([OH:36])[CH:33]=[N:34][CH:35]=1, predict the reaction product. The product is: [F:29][C:30]1[CH:31]=[C:32]([O:36][S:22]([C:25]([F:26])([F:27])[F:28])(=[O:23])=[O:24])[CH:33]=[N:34][CH:35]=1. (8) Given the reactants [F:1][C:2]1[C:9]([O:10][CH3:11])=[CH:8][CH:7]=[C:6](I)[C:3]=1[C:4]#[N:5].CC([O-])=O.[K+].[O:18]1[CH:22]=[CH:21][C:20](B(O)O)=[CH:19]1, predict the reaction product. The product is: [F:1][C:2]1[C:9]([O:10][CH3:11])=[CH:8][CH:7]=[C:6]([C:20]2[CH:21]=[CH:22][O:18][CH:19]=2)[C:3]=1[C:4]#[N:5]. (9) Given the reactants [OH:1][CH2:2][C:3]([C@H:5]([C@@H:7]([C@@H:9]([CH2:11][OH:12])[OH:10])O)O)=O.[CH2:13]=[C:14]([CH3:16])[CH3:15].O1C=CC=C1, predict the reaction product. The product is: [C:14]([O:12][CH2:11][C:9]1[O:10][C:3]([CH:2]=[O:1])=[CH:5][CH:7]=1)([CH3:16])([CH3:15])[CH3:13]. (10) Given the reactants [Br:1][C:2]1[CH:7]=[CH:6][C:5]([C:8]([F:11])([F:10])[F:9])=[CH:4][C:3]=1[CH2:12]O.[Br:14]P(Br)Br.C([O-])(O)=O.[Na+], predict the reaction product. The product is: [Br:1][C:2]1[CH:7]=[CH:6][C:5]([C:8]([F:11])([F:10])[F:9])=[CH:4][C:3]=1[CH2:12][Br:14].